This data is from Catalyst prediction with 721,799 reactions and 888 catalyst types from USPTO. The task is: Predict which catalyst facilitates the given reaction. (1) Reactant: [Cl:1][C:2]1[CH:7]=[CH:6][C:5]([S:8]([NH:11][C:12]2[CH:32]=[CH:31][C:15]3[N:16]([C:25]4[CH:30]=[CH:29][CH:28]=[CH:27][CH:26]=4)[C:17]([C:19]4[CH:24]=[CH:23][CH:22]=[CH:21][CH:20]=4)=[N:18][C:14]=3[CH:13]=2)(=[O:10])=[O:9])=[CH:4][CH:3]=1.[H-].[Na+].[CH3:35][O:36][C:37](=[O:42])[CH2:38][CH2:39][CH2:40]Br.O. Product: [CH3:35][O:36][C:37](=[O:42])[CH2:38][CH2:39][CH2:40][N:11]([S:8]([C:5]1[CH:6]=[CH:7][C:2]([Cl:1])=[CH:3][CH:4]=1)(=[O:10])=[O:9])[C:12]1[CH:32]=[CH:31][C:15]2[N:16]([C:25]3[CH:26]=[CH:27][CH:28]=[CH:29][CH:30]=3)[C:17]([C:19]3[CH:24]=[CH:23][CH:22]=[CH:21][CH:20]=3)=[N:18][C:14]=2[CH:13]=1. The catalyst class is: 9. (2) Reactant: O.CCN=C=NCCCN(C)C.Cl.F[C:15]1[CH:20]=[CH:19][C:18](O)=[C:17]([NH2:22])[CH:16]=1.CC1N(C(=O)C2C=C(C)C=CC=2[N:38]2[N:42]=CC=N2)CC(C(O)=O)CC1.C([O-])(O)=[O:48].[Na+]. Product: [CH:15]1[CH:20]=[CH:19][C:18]2[N:42]([OH:48])[N:38]=[N:22][C:17]=2[CH:16]=1. The catalyst class is: 3. (3) Reactant: [Li]CCCC.Br[C:7]1[CH:8]=[N:9][CH:10]=[CH:11][CH:12]=1.C([O:15][C:16]1[CH2:21][CH2:20][CH2:19][C:18](=O)[CH:17]=1)C.Cl. Product: [N:9]1[CH:10]=[CH:11][CH:12]=[C:7]([C:18]2[CH2:19][CH2:20][CH2:21][C:16](=[O:15])[CH:17]=2)[CH:8]=1. The catalyst class is: 28. (4) Reactant: [NH2:1][C:2]1[C:7]([C:8]#[N:9])=[C:6]([O:10][CH:11]([CH3:13])[CH3:12])[N:5]=[C:4]([NH2:14])[CH:3]=1.[CH3:15][O:16][C:17]1[CH:22]=[CH:21][C:20]([O:23][CH3:24])=[CH:19][C:18]=1[CH2:25][C:26](Cl)=[O:27].O. Product: [NH2:1][C:2]1[C:7]([C:8]#[N:9])=[C:6]([O:10][CH:11]([CH3:12])[CH3:13])[N:5]=[C:4]([NH:14][C:26](=[O:27])[CH2:25][C:18]2[CH:19]=[C:20]([O:23][CH3:24])[CH:21]=[CH:22][C:17]=2[O:16][CH3:15])[CH:3]=1. The catalyst class is: 298. (5) Reactant: [F:1][C:2]1[CH:7]=[CH:6][C:5]([C@H:8]([NH:10][C:11]([C@H:13]2[CH2:18][CH2:17][C@H:16]([NH:19][S:20]([C:23]3[CH:28]=[CH:27][C:26](Br)=[CH:25][CH:24]=3)(=[O:22])=[O:21])[CH2:15][CH2:14]2)=[O:12])[CH3:9])=[CH:4][CH:3]=1.[NH:30]1[CH:34]=[CH:33][N:32]=[CH:31]1.C([O-])([O-])=O.[Cs+].[Cs+]. Product: [F:1][C:2]1[CH:7]=[CH:6][C:5]([C@H:8]([NH:10][C:11]([C@H:13]2[CH2:18][CH2:17][C@H:16]([NH:19][S:20]([C:23]3[CH:28]=[CH:27][C:26]([N:30]4[CH:34]=[CH:33][N:32]=[CH:31]4)=[CH:25][CH:24]=3)(=[O:22])=[O:21])[CH2:15][CH2:14]2)=[O:12])[CH3:9])=[CH:4][CH:3]=1. The catalyst class is: 536. (6) Reactant: [Cl:1][C:2]1[CH:7]=[C:6]([C:8]2[CH:9]=[C:10]([OH:14])[CH:11]=[CH:12][CH:13]=2)[N:5]=[C:4]2[N:15]([CH:18]([CH3:20])[CH3:19])[N:16]=[CH:17][C:3]=12.C([O-])([O-])=O.[K+].[K+].Cl[CH2:28][CH:29]1[CH2:31][O:30]1.O. Product: [Cl:1][C:2]1[CH:7]=[C:6]([C:8]2[CH:13]=[CH:12][CH:11]=[C:10]([O:14][CH2:28][CH:29]3[CH2:31][O:30]3)[CH:9]=2)[N:5]=[C:4]2[N:15]([CH:18]([CH3:20])[CH3:19])[N:16]=[CH:17][C:3]=12. The catalyst class is: 23. (7) Reactant: [OH:1][C:2]1[CH:10]=[CH:9][C:5]([CH2:6][CH2:7][OH:8])=[CH:4][CH:3]=1.Cl[CH2:12][CH2:13][N:14]1[CH2:19][CH2:18][CH2:17][CH2:16][CH2:15]1.C([O-])([O-])=O.[K+].[K+]. Product: [N:14]1([CH2:13][CH2:12][O:1][C:2]2[CH:10]=[CH:9][C:5]([CH2:6][CH2:7][OH:8])=[CH:4][CH:3]=2)[CH2:19][CH2:18][CH2:17][CH2:16][CH2:15]1. The catalyst class is: 3. (8) The catalyst class is: 6. Reactant: CC(N)[C@H]1O[C@H](O[C@H]2[C@H](O)[C@@H](O[C@H]3OC[C@@](O)(C)[C@H](NC)[C@H]3O)[C@H](N)C[C@@H]2N)[C@H](N)CC1.[CH3:33][CH:34]([NH:64][CH3:65])[C@H:35]1[O:40][C@H:39]([O:41][C@H:42]2[C@H:47]([OH:48])[C@@H:46]([O:49][C@H:50]3[O:55][CH2:54][C@@:53]([OH:57])([CH3:56])[C@H:52]([NH:58][CH3:59])[C@H:51]3[OH:60])[C@H:45]([NH2:61])[CH2:44][C@@H:43]2[NH2:62])[C@H:38]([NH2:63])[CH2:37][CH2:36]1.C[C@@]1(O)[C@H](NC)[C@@H](O)[C@@H](O[C@@H]2[C@@H](O)[C@H](O[C@H]3O[C@H](CN)CC[C@H]3N)[C@@H](N)C[C@H]2N)OC1.OS(O)(=O)=O. Product: [CH3:33][C@@H:34]([NH:64][CH3:65])[C@H:35]1[O:40][C@H:39]([O:41][C@H:42]2[C@H:47]([OH:48])[C@@H:46]([O:49][C@H:50]3[O:55][CH2:54][C@@:53]([OH:57])([CH3:56])[C@H:52]([NH:58][CH3:59])[C@H:51]3[OH:60])[C@H:45]([NH2:61])[CH2:44][C@@H:43]2[NH2:62])[C@H:38]([NH2:63])[CH2:37][CH2:36]1. (9) Reactant: [F:1][C:2]([F:44])([F:43])[C:3]1[CH:4]=[C:5]([C:13]([CH3:42])([CH3:41])[C:14]([N:16]([CH3:40])[C:17]2[C:18]([C:32]3[CH:37]=[CH:36][C:35]([F:38])=[CH:34][C:33]=3[CH3:39])=[CH:19][C:20]([C@@H:23]3[NH:27][C@@:26]([CH3:31])([C:28]([NH2:30])=[O:29])[CH2:25][CH2:24]3)=[N:21][CH:22]=2)=[O:15])[CH:6]=[C:7]([C:9]([F:12])([F:11])[F:10])[CH:8]=1.[ClH:45]. Product: [ClH:45].[F:44][C:2]([F:1])([F:43])[C:3]1[CH:4]=[C:5]([C:13]([CH3:41])([CH3:42])[C:14]([N:16]([CH3:40])[C:17]2[C:18]([C:32]3[CH:37]=[CH:36][C:35]([F:38])=[CH:34][C:33]=3[CH3:39])=[CH:19][C:20]([C@@H:23]3[NH:27][C@@:26]([CH3:31])([C:28]([NH2:30])=[O:29])[CH2:25][CH2:24]3)=[N:21][CH:22]=2)=[O:15])[CH:6]=[C:7]([C:9]([F:10])([F:11])[F:12])[CH:8]=1. The catalyst class is: 27.